The task is: Predict the reactants needed to synthesize the given product.. This data is from Full USPTO retrosynthesis dataset with 1.9M reactions from patents (1976-2016). (1) Given the product [NH2:1][C:4]1[CH:5]=[N:6][CH:7]=[C:8]([CH3:23])[C:9]=1[N:10]1[CH2:14][CH2:13][C@H:12]([NH:15][C:16](=[O:22])[O:17][C:18]([CH3:19])([CH3:20])[CH3:21])[CH2:11]1, predict the reactants needed to synthesize it. The reactants are: [N+:1]([C:4]1[CH:5]=[N:6][CH:7]=[C:8]([CH3:23])[C:9]=1[N:10]1[CH2:14][CH2:13][C@H:12]([NH:15][C:16](=[O:22])[O:17][C:18]([CH3:21])([CH3:20])[CH3:19])[CH2:11]1)([O-])=O.CC(O)=O. (2) Given the product [NH2:20][C:16]1[N:15]=[C:14]([S:21][CH2:22][C:23]2[CH:24]=[CH:25][CH:26]=[C:27]([CH2:29][CH2:30][C:31]([N:38]3[CH2:39][CH2:40][N:35]([CH3:34])[CH2:36][CH2:37]3)=[O:32])[N:28]=2)[N:13]=[C:12]([C:9]2[CH:10]=[CH:11][C:6]([NH:5][C:2](=[O:4])[CH3:3])=[CH:7][CH:8]=2)[C:17]=1[C:18]#[N:19], predict the reactants needed to synthesize it. The reactants are: Cl.[C:2]([NH:5][C:6]1[CH:11]=[CH:10][C:9]([C:12]2[C:17]([C:18]#[N:19])=[C:16]([NH2:20])[N:15]=[C:14]([S:21][CH2:22][C:23]3[N:28]=[C:27]([CH2:29][CH2:30][C:31](O)=[O:32])[CH:26]=[CH:25][CH:24]=3)[N:13]=2)=[CH:8][CH:7]=1)(=[O:4])[CH3:3].[CH3:34][N:35]1[CH2:40][CH2:39][NH:38][CH2:37][CH2:36]1.CCN=C=NCCCN(C)C.C(N(C(C)C)CC)(C)C.